From a dataset of CYP1A2 inhibition data for predicting drug metabolism from PubChem BioAssay. Regression/Classification. Given a drug SMILES string, predict its absorption, distribution, metabolism, or excretion properties. Task type varies by dataset: regression for continuous measurements (e.g., permeability, clearance, half-life) or binary classification for categorical outcomes (e.g., BBB penetration, CYP inhibition). Dataset: cyp1a2_veith. (1) The drug is Cc1nc2cnc(N3CCOCC3)nc2n(C2CC2)c1=O. The result is 1 (inhibitor). (2) The compound is COc1cc2c(cc1O)C[C@H]1c3c(cc(O)c(OC)c3-2)CCN1C. The result is 1 (inhibitor).